Predict the product of the given reaction. From a dataset of Forward reaction prediction with 1.9M reactions from USPTO patents (1976-2016). (1) Given the reactants O1[C:5]2([CH2:10][CH2:9][C:8](=[O:11])[CH2:7][CH2:6]2)OCC1.[NH:12]1[CH2:15][CH:14]([NH:16][C:17](=[O:34])[CH2:18][NH:19][C:20]2[C:29]3[C:24](=[CH:25][CH:26]=[C:27]([C:30]([F:33])([F:32])[F:31])[CH:28]=3)[N:23]=[CH:22][N:21]=2)[CH2:13]1.[BH-](OC(C)=O)(OC(C)=O)OC(C)=O.[Na+], predict the reaction product. The product is: [O:11]=[C:8]1[CH2:7][CH2:6][CH:5]([N:12]2[CH2:13][CH:14]([NH:16][C:17](=[O:34])[CH2:18][NH:19][C:20]3[C:29]4[C:24](=[CH:25][CH:26]=[C:27]([C:30]([F:31])([F:33])[F:32])[CH:28]=4)[N:23]=[CH:22][N:21]=3)[CH2:15]2)[CH2:10][CH2:9]1. (2) The product is: [N:24]1[CH:25]=[CH:26][CH:27]=[C:22]([C:11]2[CH:12]=[C:13]3[C:8](=[CH:9][CH:10]=2)[CH:7]([CH:4]2[CH2:3][CH2:2][N:1]([CH2:31][C:33]4[S:55][CH:36]=[CH:45][CH:46]=4)[CH2:6][CH2:5]2)[C:20]2[CH:19]=[CH:18][CH:17]=[C:16]([OH:21])[C:15]=2[O:14]3)[CH:23]=1. Given the reactants [NH:1]1[CH2:6][CH2:5][CH:4]([CH:7]2[C:20]3[CH:19]=[CH:18][CH:17]=[C:16]([OH:21])[C:15]=3[O:14][C:13]3[C:8]2=[CH:9][CH:10]=[C:11]([C:22]2[CH:23]=[N:24][CH:25]=[CH:26][CH:27]=2)[CH:12]=3)[CH2:3][CH2:2]1.C(N(CC)[C:31]([C:33]1C=C[C:36]2[CH:31](C3CCNCC3)[C:33]3C(O[C:45]=2[CH:46]=1)=C[CH:36]=[CH:45][CH:46]=3)=O)C.[S:55]1C=CC=C1C=O.O1C=CC(C=O)=C1.C(O[BH-](OC(=O)C)OC(=O)C)(=O)C.[Na+].C(O[BH-](OC(=O)C)OC(=O)C)(=O)C.C([N+](CCCC)(CCCC)CCCC)CCC.C(N(C(C)C)CC)(C)C.C(O)(C(F)(F)F)=O, predict the reaction product.